This data is from Peptide-MHC class II binding affinity with 134,281 pairs from IEDB. The task is: Regression. Given a peptide amino acid sequence and an MHC pseudo amino acid sequence, predict their binding affinity value. This is MHC class II binding data. (1) The MHC is DRB1_1602 with pseudo-sequence DRB1_1602. The peptide sequence is PANDKFTVFEAAFNN. The binding affinity (normalized) is 0.665. (2) The peptide sequence is LLNRNNSFKPFAEYK. The binding affinity (normalized) is 0. The MHC is DRB1_0802 with pseudo-sequence DRB1_0802. (3) The peptide sequence is GNLSQLQLTKRSEIL. The MHC is DRB1_0101 with pseudo-sequence DRB1_0101. The binding affinity (normalized) is 0.385. (4) The binding affinity (normalized) is 0.525. The peptide sequence is GEIYKRWIILGLNKIVRMY. The MHC is DRB1_1201 with pseudo-sequence DRB1_1201. (5) The peptide sequence is KGILGFVFTLTVPSE. The MHC is DRB1_0404 with pseudo-sequence DRB1_0404. The binding affinity (normalized) is 1.00. (6) The peptide sequence is RFTISRDNAKNSLYL. The MHC is DRB1_0101 with pseudo-sequence DRB1_0101. The binding affinity (normalized) is 0.221.